Task: Regression. Given two drug SMILES strings and cell line genomic features, predict the synergy score measuring deviation from expected non-interaction effect.. Dataset: NCI-60 drug combinations with 297,098 pairs across 59 cell lines (1) Drug 1: C1=NC2=C(N1)C(=S)N=C(N2)N. Drug 2: C(CCl)NC(=O)N(CCCl)N=O. Cell line: NCI-H226. Synergy scores: CSS=20.0, Synergy_ZIP=-2.38, Synergy_Bliss=4.45, Synergy_Loewe=-2.75, Synergy_HSA=3.70. (2) Drug 1: CCCS(=O)(=O)NC1=C(C(=C(C=C1)F)C(=O)C2=CNC3=C2C=C(C=N3)C4=CC=C(C=C4)Cl)F. Drug 2: CC1=C(N=C(N=C1N)C(CC(=O)N)NCC(C(=O)N)N)C(=O)NC(C(C2=CN=CN2)OC3C(C(C(C(O3)CO)O)O)OC4C(C(C(C(O4)CO)O)OC(=O)N)O)C(=O)NC(C)C(C(C)C(=O)NC(C(C)O)C(=O)NCCC5=NC(=CS5)C6=NC(=CS6)C(=O)NCCC[S+](C)C)O. Cell line: HS 578T. Synergy scores: CSS=1.02, Synergy_ZIP=-3.63, Synergy_Bliss=-6.78, Synergy_Loewe=-27.1, Synergy_HSA=-12.4. (3) Drug 1: CC1CCC2CC(C(=CC=CC=CC(CC(C(=O)C(C(C(=CC(C(=O)CC(OC(=O)C3CCCCN3C(=O)C(=O)C1(O2)O)C(C)CC4CCC(C(C4)OC)OCCO)C)C)O)OC)C)C)C)OC. Drug 2: CC1=C(N=C(N=C1N)C(CC(=O)N)NCC(C(=O)N)N)C(=O)NC(C(C2=CN=CN2)OC3C(C(C(C(O3)CO)O)O)OC4C(C(C(C(O4)CO)O)OC(=O)N)O)C(=O)NC(C)C(C(C)C(=O)NC(C(C)O)C(=O)NCCC5=NC(=CS5)C6=NC(=CS6)C(=O)NCCC[S+](C)C)O. Cell line: 786-0. Synergy scores: CSS=45.3, Synergy_ZIP=-9.64, Synergy_Bliss=-3.65, Synergy_Loewe=-2.98, Synergy_HSA=3.42. (4) Drug 1: CS(=O)(=O)CCNCC1=CC=C(O1)C2=CC3=C(C=C2)N=CN=C3NC4=CC(=C(C=C4)OCC5=CC(=CC=C5)F)Cl. Drug 2: C1CN(P(=O)(OC1)NCCCl)CCCl. Cell line: KM12. Synergy scores: CSS=0.495, Synergy_ZIP=2.35, Synergy_Bliss=2.19, Synergy_Loewe=1.08, Synergy_HSA=-0.239. (5) Drug 1: C1=NC2=C(N=C(N=C2N1C3C(C(C(O3)CO)O)O)F)N. Drug 2: CC1=C(C(=O)C2=C(C1=O)N3CC4C(C3(C2COC(=O)N)OC)N4)N. Cell line: CAKI-1. Synergy scores: CSS=35.1, Synergy_ZIP=2.58, Synergy_Bliss=4.40, Synergy_Loewe=-19.3, Synergy_HSA=3.38. (6) Drug 1: CC1=C(C=C(C=C1)NC2=NC=CC(=N2)N(C)C3=CC4=NN(C(=C4C=C3)C)C)S(=O)(=O)N.Cl. Drug 2: CC(C)CN1C=NC2=C1C3=CC=CC=C3N=C2N. Cell line: K-562. Synergy scores: CSS=19.2, Synergy_ZIP=4.67, Synergy_Bliss=6.42, Synergy_Loewe=5.51, Synergy_HSA=5.15.